This data is from Catalyst prediction with 721,799 reactions and 888 catalyst types from USPTO. The task is: Predict which catalyst facilitates the given reaction. (1) Reactant: [C:1]([C:4]1[C:9]([NH:10][CH2:11][C:12]2[CH:17]=[CH:16][C:15]([O:18][CH3:19])=[C:14]([Cl:20])[CH:13]=2)=[N:8][C:7]([N:21]2[CH2:25][CH2:24][CH2:23][C@H:22]2[CH2:26][OH:27])=[CH:6][N:5]=1)(O)=[O:2].[NH2:28][CH2:29][CH:30]1[O:35][CH2:34][CH2:33][N:32]([CH3:36])[CH2:31]1.Cl.C(N=C=NCCCN(C)C)C.ON1C2C=CC=CC=2N=N1. Product: [CH3:36][N:32]1[CH2:33][CH2:34][O:35][CH:30]([CH2:29][NH:28][C:1]([C:4]2[C:9]([NH:10][CH2:11][C:12]3[CH:17]=[CH:16][C:15]([O:18][CH3:19])=[C:14]([Cl:20])[CH:13]=3)=[N:8][C:7]([N:21]3[CH2:25][CH2:24][CH2:23][C@H:22]3[CH2:26][OH:27])=[CH:6][N:5]=2)=[O:2])[CH2:31]1. The catalyst class is: 35. (2) Product: [Cl:39][C:38]1[CH:37]=[CH:36][CH:35]=[C:34]([Cl:40])[C:33]=1[C:26]1[O:27][C:28]([C:29]([F:32])([F:30])[F:31])=[C:24]([C:22]([NH:21][CH2:20][CH2:19][C:18]([NH:17][C:14]2[CH:15]=[CH:16][C:11]([C@H:8]3[CH2:7][CH2:6][C@H:5]([CH2:4][C:3]([OH:42])=[O:2])[CH2:10][CH2:9]3)=[CH:12][CH:13]=2)=[O:41])=[O:23])[N:25]=1. Reactant: C[O:2][C:3](=[O:42])[CH2:4][C@H:5]1[CH2:10][CH2:9][C@H:8]([C:11]2[CH:16]=[CH:15][C:14]([NH:17][C:18](=[O:41])[CH2:19][CH2:20][NH:21][C:22]([C:24]3[N:25]=[C:26]([C:33]4[C:38]([Cl:39])=[CH:37][CH:36]=[CH:35][C:34]=4[Cl:40])[O:27][C:28]=3[C:29]([F:32])([F:31])[F:30])=[O:23])=[CH:13][CH:12]=2)[CH2:7][CH2:6]1.[OH-].[Na+]. The catalyst class is: 20. (3) Reactant: [CH2:1]([O:3][C:4]1[CH:5]=[C:6]2[C:11](=[C:12]3[CH2:16][C:15]([CH3:18])([CH3:17])[O:14][C:13]=13)[C:10]([C:19]1[CH:20]=[C:21]([NH2:25])[CH:22]=[CH:23][CH:24]=1)=[N:9][C:8]([CH3:27])([CH3:26])[CH2:7]2)[CH3:2].[ClH:28].C(OCC)(=O)C. Product: [ClH:28].[ClH:28].[CH2:1]([O:3][C:4]1[CH:5]=[C:6]2[C:11](=[C:12]3[CH2:16][C:15]([CH3:18])([CH3:17])[O:14][C:13]=13)[C:10]([C:19]1[CH:20]=[C:21]([NH2:25])[CH:22]=[CH:23][CH:24]=1)=[N:9][C:8]([CH3:26])([CH3:27])[CH2:7]2)[CH3:2]. The catalyst class is: 413. (4) Reactant: Cl.[Cl:2][CH2:3][CH2:4][NH2:5].C(N(CC)CC)C.[Br:13][C:14]1[CH:15]=[CH:16][C:17]([O:24][CH3:25])=[C:18]([S:20](Cl)(=[O:22])=[O:21])[CH:19]=1. Product: [Br:13][C:14]1[CH:15]=[CH:16][C:17]([O:24][CH3:25])=[C:18]([S:20]([NH:5][CH2:4][CH2:3][Cl:2])(=[O:21])=[O:22])[CH:19]=1. The catalyst class is: 2. (5) Reactant: [Br:1][C:2]1[CH:3]=[C:4]([CH:7]=[C:8]([N+:10]([O-:12])=[O:11])[CH:9]=1)[CH:5]=[O:6].C1(C)C=CC(S([CH2:22][N+:23]#[C-:24])(=O)=O)=CC=1.C(=O)([O-])[O-].[K+].[K+]. Product: [Br:1][C:2]1[CH:3]=[C:4]([C:5]2[O:6][CH:24]=[N:23][CH:22]=2)[CH:7]=[C:8]([N+:10]([O-:12])=[O:11])[CH:9]=1. The catalyst class is: 5. (6) Reactant: C(OC([N:11]1[CH2:16][CH2:15][NH:14][C:13](=[O:17])[CH2:12]1)=O)C1C=CC=CC=1.[CH3:30][C:29]([O:28][C:26](O[C:26]([O:28][C:29]([CH3:32])([CH3:31])[CH3:30])=[O:27])=[O:27])([CH3:32])[CH3:31]. Product: [C:29]([O:28][C:26]([N:11]1[CH2:16][CH2:15][NH:14][C:13](=[O:17])[CH2:12]1)=[O:27])([CH3:30])([CH3:31])[CH3:32]. The catalyst class is: 19.